Dataset: Catalyst prediction with 721,799 reactions and 888 catalyst types from USPTO. Task: Predict which catalyst facilitates the given reaction. (1) Reactant: [CH3:1][C:2]1[N:9]2[C:5]([S:6][CH:7]=[CH:8]2)=[C:4]([S:10][CH3:11])[N:3]=1.C([Li])CCC.CCCCCC.[CH2:23]([Sn:27](Cl)([CH2:32][CH2:33][CH2:34][CH3:35])[CH2:28][CH2:29][CH2:30][CH3:31])[CH2:24][CH2:25][CH3:26].[Cl-].[NH4+]. The catalyst class is: 1. Product: [CH3:1][C:2]1[N:9]2[C:5]([S:6][CH:7]=[C:8]2[Sn:27]([CH2:28][CH2:29][CH2:30][CH3:31])([CH2:32][CH2:33][CH2:34][CH3:35])[CH2:23][CH2:24][CH2:25][CH3:26])=[C:4]([S:10][CH3:11])[N:3]=1. (2) Reactant: C[O:2][C:3](=[O:21])[CH:4]([NH:8][C:9](=O)[C:10]1[CH:15]=[CH:14][C:13]([C:16]([F:19])([F:18])[F:17])=[CH:12][CH:11]=1)[CH:5]([CH3:7])[CH3:6]. Product: [CH:5]([CH:4]1[C:3](=[O:2])[O:21][C:9]([C:10]2[CH:11]=[CH:12][C:13]([C:16]([F:17])([F:18])[F:19])=[CH:14][CH:15]=2)=[N:8]1)([CH3:6])[CH3:7]. The catalyst class is: 152. (3) Reactant: CCN(C(C)C)C(C)C.[F:10][C:11]([F:27])([F:26])[C:12]1[CH:17]=[CH:16][CH:15]=[CH:14][C:13]=1[C:18]1[NH:22][N:21]=[C:20]([C:23]([OH:25])=O)[CH:19]=1.C1(C2NN=C(C(O)=O)C=2)C=CC=CC=1.C1C=CC2N(O)N=NC=2C=1.CCN=C=NCCCN(C)C.Cl.Cl.[NH2:65][CH2:66][C:67]([N:69]1[CH2:74][CH2:73][CH:72]([O:75][C:76]2[CH:81]=[CH:80][CH:79]=[C:78]([C:82]([F:85])([F:84])[F:83])[CH:77]=2)[CH2:71][CH2:70]1)=[O:68]. Product: [O:68]=[C:67]([N:69]1[CH2:70][CH2:71][CH:72]([O:75][C:76]2[CH:81]=[CH:80][CH:79]=[C:78]([C:82]([F:85])([F:83])[F:84])[CH:77]=2)[CH2:73][CH2:74]1)[CH2:66][NH:65][C:23]([C:20]1[CH:19]=[C:18]([C:13]2[CH:14]=[CH:15][CH:16]=[CH:17][C:12]=2[C:11]([F:10])([F:27])[F:26])[NH:22][N:21]=1)=[O:25]. The catalyst class is: 18. (4) Reactant: Cl.CN(C)CCCN=C=NCC.[C:13]([O:17][C:18]([NH:20][C@@H:21]([CH2:25][NH:26][C:27]1[CH:32]=[CH:31][CH:30]=[CH:29][C:28]=1[NH2:33])[C:22]([OH:24])=O)=[O:19])([CH3:16])([CH3:15])[CH3:14].C[CH2:35][O:36][C:37]([CH3:39])=[O:38]. Product: [CH3:35][O:36][C:37](=[O:38])[CH2:39][N:33]1[C:28]2[CH:29]=[CH:30][CH:31]=[CH:32][C:27]=2[NH:26][CH2:25][C@H:21]([NH:20][C:18]([O:17][C:13]([CH3:14])([CH3:15])[CH3:16])=[O:19])[C:22]1=[O:24]. The catalyst class is: 3. (5) Reactant: [F:1][C:2]([F:25])([F:24])[C:3]1[CH:8]=[CH:7][N:6]=[C:5]([O:9][C@H:10]2[C@@H:15]3[CH2:16][C@@H:12]([CH2:13][N:14]3C(OC(C)(C)C)=O)[CH2:11]2)[CH:4]=1.Cl. Product: [F:25][C:2]([F:1])([F:24])[C:3]1[CH:8]=[CH:7][N:6]=[C:5]([O:9][C@H:10]2[C@@H:15]3[CH2:16][C@@H:12]([CH2:13][NH:14]3)[CH2:11]2)[CH:4]=1. The catalyst class is: 817. (6) Reactant: C([O:4][CH2:5][C:6]([NH:8][C:9]1[CH:10]=[C:11]([C:15]2[N:16]=[C:17]([CH2:20][N:21]3[CH:25]=[C:24]([C:26]([O:28]CC)=[O:27])[CH:23]=[N:22]3)[S:18][CH:19]=2)[CH:12]=[CH:13][CH:14]=1)=[O:7])(=O)C.[OH-].[Na+].Cl. Product: [OH:4][CH2:5][C:6]([NH:8][C:9]1[CH:10]=[C:11]([C:15]2[N:16]=[C:17]([CH2:20][N:21]3[CH:25]=[C:24]([C:26]([OH:28])=[O:27])[CH:23]=[N:22]3)[S:18][CH:19]=2)[CH:12]=[CH:13][CH:14]=1)=[O:7]. The catalyst class is: 823. (7) Reactant: [C:1]1([N:7]2[CH:11]=[CH:10][C:9]([NH:12][C:13]3[CH:18]=[CH:17][C:16]([C:19]([CH3:22])([CH3:21])[CH3:20])=[CH:15][CH:14]=3)=[N:8]2)[CH:6]=[CH:5][CH:4]=[CH:3][CH:2]=1.Br[C:24]1[CH:29]=[CH:28][CH:27]=[C:26]([C:30]2[CH:35]=[CH:34][CH:33]=[CH:32][CH:31]=2)[N:25]=1.CC(C)([O-])C.[Na+].C(P(C(C)(C)C)C1(C)CC1(C1C=CC=CC=1)C1C=CC=CC=1)(C)(C)C.[Cl-].[NH4+]. Product: [C:1]1([N:7]2[CH:11]=[CH:10][C:9]([N:12]([C:24]3[CH:29]=[CH:28][CH:27]=[C:26]([C:30]4[CH:31]=[CH:32][CH:33]=[CH:34][CH:35]=4)[N:25]=3)[C:13]3[CH:14]=[CH:15][C:16]([C:19]([CH3:22])([CH3:21])[CH3:20])=[CH:17][CH:18]=3)=[N:8]2)[CH:6]=[CH:5][CH:4]=[CH:3][CH:2]=1. The catalyst class is: 113. (8) Reactant: [CH2:1]([O:3][C:4](=[O:19])[C:5]1[CH:10]=[CH:9][C:8]([C:11]([CH:13]2[CH2:16][C:15]([CH3:18])([CH3:17])[CH2:14]2)=O)=[CH:7][CH:6]=1)[CH3:2].C([O-])(=O)C.[NH4+].C([BH3-])#[N:26].[Na+].Cl.[OH-].[Na+]. Product: [CH2:1]([O:3][C:4](=[O:19])[C:5]1[CH:10]=[CH:9][C:8]([CH:11]([NH2:26])[CH:13]2[CH2:16][C:15]([CH3:18])([CH3:17])[CH2:14]2)=[CH:7][CH:6]=1)[CH3:2]. The catalyst class is: 5.